From a dataset of Forward reaction prediction with 1.9M reactions from USPTO patents (1976-2016). Predict the product of the given reaction. (1) Given the reactants CN([CH:4]=[C:5]1[C:11](=O)[C:10]2[CH:13]=[CH:14][C:15]([N:17]3[CH2:21][C@H:20]([CH2:22][NH:23][C:24](=[O:26])[CH3:25])[O:19][C:18]3=[O:27])=[CH:16][C:9]=2[CH2:8][CH2:7][S:6]1)C.Cl.[NH2:29][C:30]([NH2:32])=[NH:31].C([O-])([O-])=O.[K+].[K+].O, predict the reaction product. The product is: [NH2:31][C:30]1[N:32]=[CH:4][C:5]2[S:6][CH2:7][CH2:8][C:9]3[CH:16]=[C:15]([N:17]4[CH2:21][C@H:20]([CH2:22][NH:23][C:24](=[O:26])[CH3:25])[O:19][C:18]4=[O:27])[CH:14]=[CH:13][C:10]=3[C:11]=2[N:29]=1. (2) Given the reactants C(N(CC)CC)C.[CH3:8][CH:9]1[CH2:14][CH2:13][NH:12][CH2:11][CH2:10]1.Br[CH2:16][C:17]1[N:22]2[N:23]=[CH:24][N:25]=[C:21]2[N:20]=[C:19]([CH3:26])[C:18]=1[C:27]1[C:32]([F:33])=[CH:31][C:30]([F:34])=[CH:29][C:28]=1[F:35], predict the reaction product. The product is: [CH3:26][C:19]1[C:18]([C:27]2[C:32]([F:33])=[CH:31][C:30]([F:34])=[CH:29][C:28]=2[F:35])=[C:17]([CH2:16][N:12]2[CH2:13][CH2:14][CH:9]([CH3:8])[CH2:10][CH2:11]2)[N:22]2[N:23]=[CH:24][N:25]=[C:21]2[N:20]=1. (3) Given the reactants [C:1]([C:5]1[CH:10]=[CH:9][C:8]([C:11]2[C:12]3[CH:13]=[CH:14][C:15]([Se:23][C:24]#[C:25][C:26]4[CH:35]=[CH:34][C:29]([C:30]([O:32]C)=[O:31])=[CH:28][CH:27]=4)=[CH:16][C:17]=3[C:18]([CH3:22])([CH3:21])[CH2:19][CH:20]=2)=[CH:7][CH:6]=1)([CH3:4])([CH3:3])[CH3:2].O.[OH-].[Li+], predict the reaction product. The product is: [C:1]([C:5]1[CH:6]=[CH:7][C:8]([C:11]2[C:12]3[CH:13]=[CH:14][C:15]([Se:23][C:24]#[C:25][C:26]4[CH:35]=[CH:34][C:29]([C:30]([OH:32])=[O:31])=[CH:28][CH:27]=4)=[CH:16][C:17]=3[C:18]([CH3:22])([CH3:21])[CH2:19][CH:20]=2)=[CH:9][CH:10]=1)([CH3:2])([CH3:3])[CH3:4]. (4) Given the reactants C(Cl)(Cl)(Cl)[Cl:2].[C:6]([CH2:8][NH:9][C:10](=O)/[CH:11]=[CH:12]/[C:13]1[CH:18]=[CH:17][C:16]([N:19]2[CH:23]=[C:22]([CH3:24])[N:21]=[CH:20]2)=[C:15]([O:25][CH3:26])[CH:14]=1)#[N:7].C1(P(C2C=CC=CC=2)C2C=CC=CC=2)C=CC=CC=1, predict the reaction product. The product is: [Cl:2][C:6]1[N:7]=[C:10](/[CH:11]=[CH:12]/[C:13]2[CH:18]=[CH:17][C:16]([N:19]3[CH:23]=[C:22]([CH3:24])[N:21]=[CH:20]3)=[C:15]([O:25][CH3:26])[CH:14]=2)[NH:9][CH:8]=1. (5) Given the reactants Cl[C:2]1[C:7]([C:8]([C:10]2[S:11][CH:12]=[CH:13][N:14]=2)=O)=[CH:6][CH:5]=[CH:4][N:3]=1.[NH2:15][NH2:16], predict the reaction product. The product is: [S:11]1[CH:12]=[CH:13][N:14]=[C:10]1[C:8]1[C:7]2[C:2](=[N:3][CH:4]=[CH:5][CH:6]=2)[NH:16][N:15]=1. (6) Given the reactants [CH3:1][N:2]([CH3:16])[CH2:3][C:4]1[CH:9]=[CH:8][CH:7]=[CH:6][C:5]=1[N:10]1[CH2:15][CH2:14][NH:13][CH2:12][CH2:11]1.[NH:17](C(OC(C)(C)C)=O)[C@@H:18]([C:27](O)=[O:28])[CH2:19][C:20]1[CH:25]=[CH:24][C:23]([Cl:26])=[CH:22][CH:21]=1.C(Cl)CCl.C1C=CC2N(O)N=NC=2C=1.C(O)(C(F)(F)F)=O, predict the reaction product. The product is: [NH2:17][C@H:18]([CH2:19][C:20]1[CH:25]=[CH:24][C:23]([Cl:26])=[CH:22][CH:21]=1)[C:27]([N:13]1[CH2:14][CH2:15][N:10]([C:5]2[CH:6]=[CH:7][CH:8]=[CH:9][C:4]=2[CH2:3][N:2]([CH3:16])[CH3:1])[CH2:11][CH2:12]1)=[O:28]. (7) Given the reactants [OH:1][C:2]1[CH:3]=[C:4]([CH:9]=[C:10]([OH:13])[C:11]=1[OH:12])[C:5]([O:7][CH3:8])=[O:6].[CH2:14](O)[CH2:15][CH2:16][CH2:17][CH2:18][CH2:19][CH2:20][CH2:21][CH2:22]C, predict the reaction product. The product is: [OH:1][C:2]1[CH:3]=[C:4]([CH:9]=[C:10]([OH:13])[C:11]=1[OH:12])[C:5]([O:7][CH2:8][CH2:14][CH2:15][CH2:16][CH2:17][CH2:18][CH2:19][CH2:20][CH2:21][CH3:22])=[O:6]. (8) Given the reactants Cl.[C:2]1([C:8]2[N:12]=[C:11]([C@H:13]3[CH2:18][CH2:17][CH2:16][NH:15][CH2:14]3)[O:10][N:9]=2)[CH:7]=[CH:6][CH:5]=[CH:4][CH:3]=1.[F:19][C:20]1[CH:28]=[C:27]([F:29])[CH:26]=[CH:25][C:21]=1[C:22](Cl)=[O:23], predict the reaction product. The product is: [F:19][C:20]1[CH:28]=[C:27]([F:29])[CH:26]=[CH:25][C:21]=1[C:22]([N:15]1[CH2:16][CH2:17][CH2:18][C@H:13]([C:11]2[O:10][N:9]=[C:8]([C:2]3[CH:3]=[CH:4][CH:5]=[CH:6][CH:7]=3)[N:12]=2)[CH2:14]1)=[O:23].